This data is from Forward reaction prediction with 1.9M reactions from USPTO patents (1976-2016). The task is: Predict the product of the given reaction. (1) Given the reactants [F:1][C:2]1[CH:7]=[CH:6][C:5]([C:8]2[C:38]3[C:33](=[CH:34][CH:35]=[CH:36][CH:37]=3)[O:32][C:10]3([CH2:15][CH2:14][N:13]([C:16]4[S:20][C:19]([C:21]5[N:22]=[N:23][N:24]([CH2:26][C:27]([O:29]CC)=[O:28])[N:25]=5)=[N:18][N:17]=4)[CH2:12][CH2:11]3)[CH:9]=2)=[CH:4][CH:3]=1.FC1C=CC(C2C3C(=CC=CC=3)OC3(CCNCC3)C=2)=CC=1.C([O-])([O-])=O.[K+].[K+], predict the reaction product. The product is: [F:1][C:2]1[CH:7]=[CH:6][C:5]([C:8]2[C:38]3[C:33](=[CH:34][CH:35]=[CH:36][CH:37]=3)[O:32][C:10]3([CH2:15][CH2:14][N:13]([C:16]4[S:20][C:19]([C:21]5[N:22]=[N:23][N:24]([CH2:26][C:27]([OH:29])=[O:28])[N:25]=5)=[N:18][N:17]=4)[CH2:12][CH2:11]3)[CH:9]=2)=[CH:4][CH:3]=1. (2) Given the reactants C([O:3][C:4](=[O:37])[CH2:5][CH:6]1[S:10][C:9]([C:11]2[NH:12][C:13]3[C:18]([CH:19]=2)=[CH:17][C:16]([O:20][C:21]2[CH:22]=[N:23][C:24]([CH2:27][O:28][CH3:29])=[CH:25][CH:26]=2)=[CH:15][C:14]=3[O:30][CH:31]2[CH2:36][CH2:35][O:34][CH2:33][CH2:32]2)=[N:8][CH2:7]1)C.[OH-].[Na+].O1CCCC1, predict the reaction product. The product is: [CH3:29][O:28][CH2:27][C:24]1[N:23]=[CH:22][C:21]([O:20][C:16]2[CH:17]=[C:18]3[C:13](=[C:14]([O:30][CH:31]4[CH2:36][CH2:35][O:34][CH2:33][CH2:32]4)[CH:15]=2)[NH:12][C:11]([C:9]2[S:10][CH:6]([CH2:5][C:4]([OH:37])=[O:3])[CH2:7][N:8]=2)=[CH:19]3)=[CH:26][CH:25]=1. (3) Given the reactants [CH:1]1([N:7]2[C:11]3([CH2:16][CH2:15][NH:14][CH2:13][CH2:12]3)[C:10](=[O:17])[N:9]([CH2:18][C:19]3[CH:31]=[CH:30][CH:29]=[CH:28][C:20]=3[C:21]([O:23][C:24]([CH3:27])([CH3:26])[CH3:25])=[O:22])[CH2:8]2)[CH2:6][CH2:5][CH2:4][CH2:3][CH2:2]1.I[CH2:33][CH2:34][CH2:35][C:36]([C:38]1[CH:43]=[CH:42][CH:41]=[CH:40][CH:39]=1)=[O:37].C(=O)([O-])[O-].[K+].[K+], predict the reaction product. The product is: [CH:1]1([N:7]2[C:11]3([CH2:16][CH2:15][N:14]([CH2:33][CH2:34][CH2:35][C:36](=[O:37])[C:38]4[CH:43]=[CH:42][CH:41]=[CH:40][CH:39]=4)[CH2:13][CH2:12]3)[C:10](=[O:17])[N:9]([CH2:18][C:19]3[CH:31]=[CH:30][CH:29]=[CH:28][C:20]=3[C:21]([O:23][C:24]([CH3:26])([CH3:27])[CH3:25])=[O:22])[CH2:8]2)[CH2:2][CH2:3][CH2:4][CH2:5][CH2:6]1. (4) Given the reactants [CH2:1]([CH:8]1[CH2:13][CH2:12][N:11]([CH2:14][CH2:15][C:16]#[CH:17])[CH2:10][CH2:9]1)[C:2]1[CH:7]=[CH:6][CH:5]=[CH:4][CH:3]=1.CCN(CC)CC.I[C:26]1[CH:27]=[C:28]2[C:32](=[CH:33][CH:34]=1)[NH:31][C:30](=[O:35])[C:29]2=[O:36], predict the reaction product. The product is: [CH2:1]([CH:8]1[CH2:13][CH2:12][N:11]([CH2:14][CH2:15][C:16]#[C:17][C:26]2[CH:27]=[C:28]3[C:32](=[CH:33][CH:34]=2)[NH:31][C:30](=[O:35])[C:29]3=[O:36])[CH2:10][CH2:9]1)[C:2]1[CH:7]=[CH:6][CH:5]=[CH:4][CH:3]=1.